Dataset: Catalyst prediction with 721,799 reactions and 888 catalyst types from USPTO. Task: Predict which catalyst facilitates the given reaction. Reactant: [NH2:1][C:2]1[CH:7]=[CH:6][CH:5]=[CH:4][C:3]=1[NH:8][CH:9]1[CH2:14][CH2:13][N:12]([C:15]2([CH3:27])[CH2:19][CH2:18][N:17]([C:20]([O:22][C:23]([CH3:26])([CH3:25])[CH3:24])=[O:21])[CH2:16]2)[CH2:11][CH2:10]1.C(N(CC)CC)C.[C:35](=O)(OC(Cl)(Cl)Cl)[O:36]C(Cl)(Cl)Cl. The catalyst class is: 4. Product: [CH3:27][C:15]1([N:12]2[CH2:13][CH2:14][CH:9]([N:8]3[C:3]4[CH:4]=[CH:5][CH:6]=[CH:7][C:2]=4[NH:1][C:35]3=[O:36])[CH2:10][CH2:11]2)[CH2:19][CH2:18][N:17]([C:20]([O:22][C:23]([CH3:26])([CH3:25])[CH3:24])=[O:21])[CH2:16]1.